Dataset: Forward reaction prediction with 1.9M reactions from USPTO patents (1976-2016). Task: Predict the product of the given reaction. Given the reactants [OH:1][C:2]1[CH:3]=[C:4]([CH:7]=[CH:8][CH:9]=1)[CH:5]=O.C(O)(=O)[CH2:11][C:12]([OH:14])=[O:13].N1CCCCC1, predict the reaction product. The product is: [OH:1][C:2]1[CH:3]=[C:4]([CH:7]=[CH:8][CH:9]=1)[CH:5]=[CH:11][C:12]([OH:14])=[O:13].